The task is: Predict the reaction yield, written as a fraction of the theoretical maximum amount of product (1.0 means a 100% yield; for example, 0.34 means a 34% yield).. This data is from Reaction yield outcomes from USPTO patents with 853,638 reactions. (1) The reactants are [CH3:1][N:2](C(ON1N=NC2C=CC=NC1=2)=[N+](C)C)C.F[P-](F)(F)(F)(F)F.[CH3:25][O:26][C:27]1[CH:28]=[C:29]([CH:33]=[CH:34][C:35]=1[N+:36]([O-:38])=[O:37])[C:30](O)=[O:31].CCN(C(C)C)C(C)C.CN. The catalyst is C1COCC1. The product is [CH3:25][O:26][C:27]1[CH:28]=[C:29]([CH:33]=[CH:34][C:35]=1[N+:36]([O-:38])=[O:37])[C:30]([NH:2][CH3:1])=[O:31]. The yield is 0.780. (2) The reactants are [CH2:1]([O:3][C:4]([C:6]1[C:7]([OH:16])=[N:8][C:9]([C:12]([CH3:15])([CH3:14])[CH3:13])=[N:10][CH:11]=1)=[O:5])[CH3:2].[CH2:17](OC(C1C(O)=NC(CC)=NC=1)=O)[CH3:18].[H-].[Na+]. The catalyst is CN(C)C=O. The product is [CH2:1]([O:3][C:4]([C:6]1[C:7]([O:16][CH2:17][CH3:18])=[N:8][C:9]([C:12]([CH3:15])([CH3:14])[CH3:13])=[N:10][CH:11]=1)=[O:5])[CH3:2]. The yield is 0.300. (3) The reactants are [CH3:1][N:2]1[C:7](=[O:8])[C:6]([NH:9][C:10]2[CH:15]=[CH:14][C:13]([N:16]3[CH2:21][CH2:20][N:19]([CH:22]4[CH2:25][O:24][CH2:23]4)[CH2:18][C@@H:17]3[CH3:26])=[CH:12][N:11]=2)=[CH:5][C:4]([C:27]2[CH:34]=[CH:33][CH:32]=[C:31]([N:35]3[C:47](=[O:48])[C:46]4[S:45][C:44]5[CH2:43][CH2:42][CH2:41][CH2:40][C:39]=5[C:38]=4[CH:37]=[N:36]3)[C:28]=2[CH:29]=[O:30])=[CH:3]1.[BH4-].[Na+]. The catalyst is CO. The product is [OH:30][CH2:29][C:28]1[C:27]([C:4]2[CH:5]=[C:6]([NH:9][C:10]3[CH:15]=[CH:14][C:13]([N:16]4[CH2:21][CH2:20][N:19]([CH:22]5[CH2:25][O:24][CH2:23]5)[CH2:18][C@@H:17]4[CH3:26])=[CH:12][N:11]=3)[C:7](=[O:8])[N:2]([CH3:1])[CH:3]=2)=[CH:34][CH:33]=[CH:32][C:31]=1[N:35]1[C:47](=[O:48])[C:46]2[S:45][C:44]3[CH2:43][CH2:42][CH2:41][CH2:40][C:39]=3[C:38]=2[CH:37]=[N:36]1. The yield is 0.590. (4) The reactants are [CH3:1][O:2][C:3]([C:5]1[S:6][C:7]([C:11]2[CH:16]=[CH:15][CH:14]=[CH:13][CH:12]=2)=[CH:8][C:9]=1[NH2:10])=[O:4].CO[C:19]([CH3:21])=[CH2:20].CC(O)=O.[BH-](OC(C)=O)(OC(C)=O)OC(C)=O.[Na+].C([O-])(O)=O.[Na+]. The catalyst is ClCCCl.CCOC(C)=O.O. The product is [CH3:1][O:2][C:3]([C:5]1[S:6][C:7]([C:11]2[CH:16]=[CH:15][CH:14]=[CH:13][CH:12]=2)=[CH:8][C:9]=1[NH:10][CH:19]([CH3:21])[CH3:20])=[O:4]. The yield is 0.960. (5) The reactants are [Br:1][C:2]1[CH:3]=[CH:4][C:5](=[O:8])[NH:6][CH:7]=1.[Al].[CH2:10](Br)[C:11]1[CH:16]=[CH:15][CH:14]=[CH:13][CH:12]=1. The catalyst is C1C=CC=CC=1.C(=O)([O-])[O-].[Ag+].[Ag+]. The product is [CH2:10]([O:8][C:5]1[CH:4]=[CH:3][C:2]([Br:1])=[CH:7][N:6]=1)[C:11]1[CH:16]=[CH:15][CH:14]=[CH:13][CH:12]=1. The yield is 0.950.